Dataset: Peptide-MHC class I binding affinity with 185,985 pairs from IEDB/IMGT. Task: Regression. Given a peptide amino acid sequence and an MHC pseudo amino acid sequence, predict their binding affinity value. This is MHC class I binding data. (1) The peptide sequence is NETTQALQL. The MHC is HLA-A26:01 with pseudo-sequence HLA-A26:01. The binding affinity (normalized) is 0.0847. (2) The MHC is HLA-A29:02 with pseudo-sequence HLA-A29:02. The binding affinity (normalized) is 0.273. The peptide sequence is LYRKLKREITF. (3) The peptide sequence is LTIKDSSNK. The MHC is HLA-A33:01 with pseudo-sequence HLA-A33:01. The binding affinity (normalized) is 0. (4) The binding affinity (normalized) is 0.264. The peptide sequence is SISVVFSTNL. The MHC is HLA-A02:01 with pseudo-sequence HLA-A02:01. (5) The peptide sequence is VYAYPSGEK. The MHC is HLA-A69:01 with pseudo-sequence HLA-A69:01. The binding affinity (normalized) is 0.0847. (6) The peptide sequence is VVSEIDLQW. The MHC is HLA-A26:01 with pseudo-sequence HLA-A26:01. The binding affinity (normalized) is 0.0847. (7) The peptide sequence is RKLGWWLKL. The MHC is HLA-B58:01 with pseudo-sequence HLA-B58:01. The binding affinity (normalized) is 0.0847.